From a dataset of Forward reaction prediction with 1.9M reactions from USPTO patents (1976-2016). Predict the product of the given reaction. (1) Given the reactants ClC1C=C(C=C(Cl)C=1N)CN.[C:12]([C:14]1[CH:15]=[C:16]2[C:20](=[CH:21][CH:22]=1)[NH:19][CH:18]=[C:17]2[CH2:23][C:24]([O:26]C)=[O:25])#[N:13].[Li+].[OH-].CCOC(C)=O, predict the reaction product. The product is: [C:12]([C:14]1[CH:15]=[C:16]2[C:20](=[CH:21][CH:22]=1)[NH:19][CH:18]=[C:17]2[CH2:23][C:24]([OH:26])=[O:25])#[N:13]. (2) Given the reactants [C:1]([C:4]1[CH:5]=[C:6]([N:15]2[CH2:20][CH2:19][O:18][CH2:17][CH2:16]2)[CH:7]=[C:8]([O:13][CH3:14])[C:9]=1[N+:10]([O-])=O)([CH3:3])=[CH2:2], predict the reaction product. The product is: [CH:1]([C:4]1[CH:5]=[C:6]([N:15]2[CH2:20][CH2:19][O:18][CH2:17][CH2:16]2)[CH:7]=[C:8]([O:13][CH3:14])[C:9]=1[NH2:10])([CH3:3])[CH3:2]. (3) Given the reactants [CH3:1][C:2]1([CH3:16])[NH:13][C:12]([CH3:15])([CH3:14])[CH2:11][C:4]2([NH:8][C:7](=[O:9])[NH:6][C:5]2=[O:10])[CH2:3]1.[OH-].[K+].Br[CH:20]([Cl:22])[CH3:21], predict the reaction product. The product is: [Cl:22][CH2:20][CH2:21][N:6]1[C:5](=[O:10])[C:4]2([CH2:3][C:2]([CH3:16])([CH3:1])[NH:13][C:12]([CH3:15])([CH3:14])[CH2:11]2)[NH:8][C:7]1=[O:9]. (4) Given the reactants Br[C:2]1[CH:3]=[C:4]2[C:8](=[C:9]([C:11]([NH2:13])=[O:12])[CH:10]=1)[NH:7][CH:6]=[C:5]2[CH:14]1[CH2:19][CH2:18][CH2:17][S:16](=[O:21])(=[O:20])[CH2:15]1.[O:22]1[CH:26]=[CH:25][CH:24]=[C:23]1B(O)O.C(=O)([O-])[O-].[K+].[K+], predict the reaction product. The product is: [O:20]=[S:16]1(=[O:21])[CH2:17][CH2:18][CH2:19][CH:14]([C:5]2[C:4]3[C:8](=[C:9]([C:11]([NH2:13])=[O:12])[CH:10]=[C:2]([C:23]4[O:22][CH:26]=[CH:25][CH:24]=4)[CH:3]=3)[NH:7][CH:6]=2)[CH2:15]1. (5) Given the reactants [C:1]([O:5][C:6]([N:8]1[CH2:15][CH:14]2[N:16]([C:17]([O:19][C:20]([CH3:23])([CH3:22])[CH3:21])=[O:18])[CH:10]([CH2:11][C:12]([C:39]3[S:40][CH:41]=[C:42]([CH2:44][CH2:45][CH2:46][OH:47])[N:43]=3)=[C:13]2[C:24](=[O:38])[N:25]([CH:35]2[CH2:37][CH2:36]2)[CH2:26][C:27]2[CH:32]=[CH:31][CH:30]=[C:29]([Cl:33])[C:28]=2[Cl:34])[CH2:9]1)=[O:7])([CH3:4])([CH3:3])[CH3:2].[CH2:48]([C:50]1[O:54][N:53]=[C:52](O)[C:51]=1[F:56])[CH3:49], predict the reaction product. The product is: [C:1]([O:5][C:6]([N:8]1[CH2:15][CH:14]2[N:16]([C:17]([O:19][C:20]([CH3:23])([CH3:22])[CH3:21])=[O:18])[CH:10]([CH2:11][C:12]([C:39]3[S:40][CH:41]=[C:42]([CH2:44][CH2:45][CH2:46][O:47][C:52]4[C:51]([F:56])=[C:50]([CH2:48][CH3:49])[O:54][N:53]=4)[N:43]=3)=[C:13]2[C:24](=[O:38])[N:25]([CH:35]2[CH2:36][CH2:37]2)[CH2:26][C:27]2[CH:32]=[CH:31][CH:30]=[C:29]([Cl:33])[C:28]=2[Cl:34])[CH2:9]1)=[O:7])([CH3:4])([CH3:2])[CH3:3]. (6) Given the reactants [NH2:1][C:2]([C:6]1[CH:11]=[CH:10][CH:9]=[C:8]([Br:12])[CH:7]=1)([CH3:5])[CH2:3][OH:4].C(N(CC)CC)C.[Cl:20][CH2:21][C:22](Cl)=[O:23], predict the reaction product. The product is: [Br:12][C:8]1[CH:7]=[C:6]([C:2]([NH:1][C:22](=[O:23])[CH2:21][Cl:20])([CH3:5])[CH2:3][OH:4])[CH:11]=[CH:10][CH:9]=1.